Dataset: Reaction yield outcomes from USPTO patents with 853,638 reactions. Task: Predict the reaction yield, written as a fraction of the theoretical maximum amount of product (1.0 means a 100% yield; for example, 0.34 means a 34% yield). (1) The reactants are [CH3:1][C:2]1[CH:3]=[C:4]([CH:13]=[CH:14][CH:15]=1)[CH2:5][C:6]1[CH:7]=[C:8]([CH2:11][OH:12])[O:9][CH:10]=1.CC(OI1(OC(C)=O)(OC(C)=O)OC(=O)C2C=CC=CC1=2)=O. The catalyst is C(Cl)Cl. The product is [CH3:1][C:2]1[CH:3]=[C:4]([CH:13]=[CH:14][CH:15]=1)[CH2:5][C:6]1[CH:7]=[C:8]([CH:11]=[O:12])[O:9][CH:10]=1. The yield is 0.570. (2) The reactants are CCCC[N+](CCCC)(CCCC)CCCC.[F-].[C:19]([O:23][C:24](=[O:44])[N:25]([CH2:27][C:28]1[CH:33]=[CH:32][C:31]([Cl:34])=[C:30]([C:35](C)(C)[O:36][SiH2]C(C)(C)C)[CH:29]=1)[CH3:26])([CH3:22])([CH3:21])[CH3:20].CCOC(C)=O. The catalyst is C1COCC1. The product is [C:19]([O:23][C:24](=[O:44])[N:25]([CH2:27][C:28]1[CH:33]=[CH:32][C:31]([Cl:34])=[C:30]([CH2:35][OH:36])[CH:29]=1)[CH3:26])([CH3:22])([CH3:20])[CH3:21]. The yield is 0.340. (3) No catalyst specified. The yield is 0.730. The reactants are [NH2:1][C:2]1[N:7]=[CH:6][C:5](I)=[CH:4][N:3]=1.[CH3:9][Si:10]([C:13]#[CH:14])([CH3:12])[CH3:11]. The product is [CH3:9][Si:10]([C:13]#[C:14][C:5]1[CH:4]=[N:3][C:2]([NH2:1])=[N:7][CH:6]=1)([CH3:12])[CH3:11]. (4) The reactants are [C:1]([O:5][C:6]1[CH:11]=[CH:10][C:9]([CH2:12][C@H:13]([NH:37]C(=O)OCC2C3C=CC=CC=3C3C2=CC=CC=3)[C:14]([N:16]([C@@H:28]([CH3:36])[CH:29]([O:33][CH2:34][CH3:35])[O:30][CH2:31][CH3:32])[CH2:17][C:18]2[CH:27]=[CH:26][CH:25]=[C:24]3[C:19]=2[N:20]=[CH:21][CH:22]=[N:23]3)=[O:15])=[CH:8][CH:7]=1)([CH3:4])([CH3:3])[CH3:2].N1CCCCC1. No catalyst specified. The product is [NH2:37][C@@H:13]([CH2:12][C:9]1[CH:8]=[CH:7][C:6]([O:5][C:1]([CH3:4])([CH3:3])[CH3:2])=[CH:11][CH:10]=1)[C:14]([N:16]([C@@H:28]([CH3:36])[CH:29]([O:33][CH2:34][CH3:35])[O:30][CH2:31][CH3:32])[CH2:17][C:18]1[CH:27]=[CH:26][CH:25]=[C:24]2[C:19]=1[N:20]=[CH:21][CH:22]=[N:23]2)=[O:15]. The yield is 0.710.